This data is from Forward reaction prediction with 1.9M reactions from USPTO patents (1976-2016). The task is: Predict the product of the given reaction. (1) Given the reactants [F:1][C:2]1[CH:19]=[C:18]([C:20]#[C:21][Si](C)(C)C)[CH:17]=[CH:16][C:3]=1[NH:4][C:5]1[C:6]([C:13]([NH2:15])=[O:14])=[CH:7][N:8]([CH3:12])[C:9](=[O:11])[CH:10]=1.C([O-])([O-])=O.[K+].[K+], predict the reaction product. The product is: [C:20]([C:18]1[CH:17]=[CH:16][C:3]([NH:4][C:5]2[C:6]([C:13]([NH2:15])=[O:14])=[CH:7][N:8]([CH3:12])[C:9](=[O:11])[CH:10]=2)=[C:2]([F:1])[CH:19]=1)#[CH:21]. (2) The product is: [CH2:30]([O:2][C:1]([C:4]12[CH2:11][CH2:10][C:7]([NH:12][CH2:13][C:14]([N:16]3[CH2:20][C@@H:19]([F:21])[CH2:18][C@H:17]3[C:22]#[N:23])=[O:15])([CH2:8][CH2:9]1)[CH2:6][CH2:5]2)=[O:3])[C:31]1[CH:36]=[CH:35][CH:34]=[CH:33][CH:32]=1. Given the reactants [C:1]([C:4]12[CH2:11][CH2:10][C:7]([NH:12][CH2:13][C:14]([N:16]3[CH2:20][C@@H:19]([F:21])[CH2:18][C@H:17]3[C:22]#[N:23])=[O:15])([CH2:8][CH2:9]1)[CH2:6][CH2:5]2)([OH:3])=[O:2].C(=O)([O-])[O-].[Cs+].[Cs+].[CH2:30](Br)[C:31]1[CH:36]=[CH:35][CH:34]=[CH:33][CH:32]=1.O, predict the reaction product. (3) The product is: [CH3:64][N:65]1[C:69]2[CH2:70][N:71]([C:61](=[O:63])[CH2:60][N:39]3[CH:38]([C:35]4[CH:34]=[CH:33][C:32]([C:30]#[N:31])=[CH:37][CH:36]=4)[C:47]4[C:46](=[O:48])[CH2:45][CH2:44][CH2:43][C:42]=4[N:41]([C:49]4[CH:54]=[CH:53][CH:52]=[C:51]([C:55]([F:57])([F:56])[F:58])[CH:50]=4)[C:40]3=[O:59])[CH2:72][C:68]=2[CH:67]=[N:66]1. Given the reactants F[B-](F)(F)F.C[N+](C)=C(N(C)C)ON1C2C=CC=CC=2N=N1.C(N(CC)CC)C.[C:30]([C:32]1[CH:37]=[CH:36][C:35]([CH:38]2[C:47]3[C:46](=[O:48])[CH2:45][CH2:44][CH2:43][C:42]=3[N:41]([C:49]3[CH:54]=[CH:53][CH:52]=[C:51]([C:55]([F:58])([F:57])[F:56])[CH:50]=3)[C:40](=[O:59])[N:39]2[CH2:60][C:61]([OH:63])=O)=[CH:34][CH:33]=1)#[N:31].[CH3:64][N:65]1[C:69]2[CH2:70][NH:71][CH2:72][C:68]=2[CH:67]=[N:66]1, predict the reaction product. (4) Given the reactants [F:1][C:2]1[N:7]=[C:6]([C:8](=[O:15])[CH2:9][C:10]([O:12][CH2:13][CH3:14])=[O:11])[CH:5]=[CH:4][CH:3]=1.[H-].[Na+].[F:18][C:19]([F:32])([O:23][C:24]1[CH:25]=[C:26]([CH2:30]Br)[CH:27]=[CH:28][CH:29]=1)[CH:20]([F:22])[F:21].O, predict the reaction product. The product is: [F:1][C:2]1[N:7]=[C:6]([C:8](=[O:15])[CH:9]([CH2:30][C:26]2[CH:27]=[CH:28][CH:29]=[C:24]([O:23][C:19]([F:18])([F:32])[CH:20]([F:21])[F:22])[CH:25]=2)[C:10]([O:12][CH2:13][CH3:14])=[O:11])[CH:5]=[CH:4][CH:3]=1. (5) The product is: [Br:1][C:2]1[CH:7]=[CH:6][N:5]=[C:4]2[N:8]([CH:23]3[CH2:24][N:25]([C:27]([O:29][C:30]([CH3:33])([CH3:32])[CH3:31])=[O:28])[CH2:26]3)[CH:9]=[C:10]([I:11])[C:3]=12. Given the reactants [Br:1][C:2]1[CH:7]=[CH:6][N:5]=[C:4]2[NH:8][CH:9]=[C:10]([I:11])[C:3]=12.S(O[CH:23]1[CH2:26][N:25]([C:27]([O:29][C:30]([CH3:33])([CH3:32])[CH3:31])=[O:28])[CH2:24]1)(C1C=CC(C)=CC=1)(=O)=O.C(=O)([O-])[O-].[Cs+].[Cs+], predict the reaction product.